From a dataset of Aqueous solubility values for 9,982 compounds from the AqSolDB database. Regression/Classification. Given a drug SMILES string, predict its absorption, distribution, metabolism, or excretion properties. Task type varies by dataset: regression for continuous measurements (e.g., permeability, clearance, half-life) or binary classification for categorical outcomes (e.g., BBB penetration, CYP inhibition). For this dataset (solubility_aqsoldb), we predict Y. (1) The molecule is CC(C)(C)c1ccc(C(O)CCCN2CCC(C(O)(c3ccccc3)c3ccccc3)CC2)cc1. The Y is -6.69 log mol/L. (2) The molecule is C=CC(=O)OCC1CC2CC1C1CCC(COC(=O)C=C)C21. The Y is -4.49 log mol/L. (3) The drug is CCSC(=O)N(CC(C)C)CC(C)C. The Y is -3.68 log mol/L. (4) The compound is CCCCC(=O)O.CCCCCCC(=O)O.CCCCCCCCC(=O)O.OCC(CO)(CO)CO. The Y is -5.42 log mol/L. (5) The Y is -7.82 log mol/L. The molecule is Clc1ccc(-c2cc(Cl)cc(Cl)c2Cl)c(Cl)c1. (6) The molecule is CCOP(=O)(OCC)SCCSCC.CCOP(=S)(OCC)OCCSCC. The Y is -3.94 log mol/L. (7) The drug is CCOP(=O)(C(=O)c1c(C)cc(C)cc1C)c1ccccc1. The Y is -3.96 log mol/L. (8) The compound is CCC#CCCOC(=O)C(C)c1ccc2cc(OC)ccc2c1. The Y is -7.33 log mol/L.